Dataset: Catalyst prediction with 721,799 reactions and 888 catalyst types from USPTO. Task: Predict which catalyst facilitates the given reaction. (1) Reactant: C([O-])([O-])=O.[K+].[K+].C([O:10][C@@H:11]1[CH2:15][N:14]([C:16]([O:18][C:19]([CH3:22])([CH3:21])[CH3:20])=[O:17])[C@@H:13]([C@H:23]2[O:27][C:26](=[O:28])[NH:25][C@H:24]2[CH2:29][C:30]2[CH:35]=[CH:34][CH:33]=[CH:32][CH:31]=2)[CH2:12]1)(=O)C. Product: [CH2:29]([C@H:24]1[C@@H:23]([C@H:13]2[CH2:12][C@H:11]([OH:10])[CH2:15][N:14]2[C:16]([O:18][C:19]([CH3:21])([CH3:20])[CH3:22])=[O:17])[O:27][C:26](=[O:28])[NH:25]1)[C:30]1[CH:35]=[CH:34][CH:33]=[CH:32][CH:31]=1. The catalyst class is: 5. (2) Reactant: [S:1]1[C:5]2[CH:6]=[CH:7][CH:8]=[CH:9][C:4]=2[N:3]=[C:2]1[NH:10][C@H:11]1[CH2:14][C@H:13]([NH:15][C:16]2[C:21]([NH2:22])=[CH:20][CH:19]=[CH:18][N:17]=2)[CH2:12]1.[CH:23]([O-])([O-])OCC. Product: [N:22]1[C:21]2[C:16](=[N:17][CH:18]=[CH:19][CH:20]=2)[N:15]([C@H:13]2[CH2:12][C@H:11]([NH:10][C:2]3[S:1][C:5]4[CH:6]=[CH:7][CH:8]=[CH:9][C:4]=4[N:3]=3)[CH2:14]2)[CH:23]=1. The catalyst class is: 15. (3) Reactant: [Cl:1][CH2:2][CH2:3][O:4][C:5]1[CH:25]=[CH:24][C:8]2[N:9]3[CH:14]=[C:13]([C:15]4[CH:20]=[CH:19][C:18]([N+:21]([O-])=O)=[CH:17][CH:16]=4)[N:12]=[C:10]3[S:11][C:7]=2[CH:6]=1.[H][H]. Product: [Cl:1][CH2:2][CH2:3][O:4][C:5]1[CH:25]=[CH:24][C:8]2[N:9]3[CH:14]=[C:13]([C:15]4[CH:20]=[CH:19][C:18]([NH2:21])=[CH:17][CH:16]=4)[N:12]=[C:10]3[S:11][C:7]=2[CH:6]=1. The catalyst class is: 403.